Dataset: Catalyst prediction with 721,799 reactions and 888 catalyst types from USPTO. Task: Predict which catalyst facilitates the given reaction. (1) Reactant: [CH2:1]([O:8][C:9](=[O:20])[NH:10][C@H:11]([C:14]1[CH:19]=[CH:18][CH:17]=[CH:16][CH:15]=1)[CH2:12][OH:13])[C:2]1[CH:7]=[CH:6][CH:5]=[CH:4][CH:3]=1.C(N(CC)CC)C.[S:28](Cl)([C:31]1[CH:37]=[CH:36][C:34]([CH3:35])=[CH:33][CH:32]=1)(=[O:30])=[O:29]. Product: [CH2:1]([O:8][C:9]([NH:10][C@H:11]([C:14]1[CH:19]=[CH:18][CH:17]=[CH:16][CH:15]=1)[CH2:12][O:13][S:28]([C:31]1[CH:37]=[CH:36][C:34]([CH3:35])=[CH:33][CH:32]=1)(=[O:30])=[O:29])=[O:20])[C:2]1[CH:3]=[CH:4][CH:5]=[CH:6][CH:7]=1. The catalyst class is: 2. (2) Reactant: [N:1]1[CH:6]=[CH:5][C:4]([CH2:7][O:8][C:9]2[CH:10]=[C:11]([NH2:16])[C:12]([NH2:15])=[CH:13][CH:14]=2)=[CH:3][CH:2]=1.O.[N:18]#[C:19][Br:20]. Product: [BrH:20].[N:1]1[CH:6]=[CH:5][C:4]([CH2:7][O:8][C:9]2[CH:14]=[CH:13][C:12]3[NH:15][C:19]([NH2:18])=[N:16][C:11]=3[CH:10]=2)=[CH:3][CH:2]=1. The catalyst class is: 10. (3) Reactant: O[Li:2].O.[NH2:4][C:5]1[N:14]=[CH:13][C:12]([Cl:15])=[CH:11][C:6]=1[C:7]([O:9]C)=[O:8]. Product: [NH2:4][C:5]1[N:14]=[CH:13][C:12]([Cl:15])=[CH:11][C:6]=1[C:7]([O-:9])=[O:8].[Li+:2]. The catalyst class is: 72. (4) Reactant: [CH3:1][O-:2].[Na+].Cl[C:5]1[N:6]=[N:7][C:8]([C:11]2[CH:16]=[CH:15][N:14]=[CH:13][CH:12]=2)=[CH:9][CH:10]=1. Product: [CH3:1][O:2][C:5]1[N:6]=[N:7][C:8]([C:11]2[CH:16]=[CH:15][N:14]=[CH:13][CH:12]=2)=[CH:9][CH:10]=1. The catalyst class is: 5. (5) Reactant: [OH:1][C:2]1[CH:9]=[CH:8][C:5]([CH:6]=[O:7])=[CH:4][CH:3]=1.[CH:10]1(Br)[CH2:14][CH2:13][CH2:12][CH2:11]1.C(=O)([O-])[O-].[K+].[K+].[I-].[K+]. Product: [CH:10]1([O:1][C:2]2[CH:9]=[CH:8][C:5]([CH:6]=[O:7])=[CH:4][CH:3]=2)[CH2:14][CH2:13][CH2:12][CH2:11]1. The catalyst class is: 192.